Task: Predict the reactants needed to synthesize the given product.. Dataset: Retrosynthesis with 50K atom-mapped reactions and 10 reaction types from USPTO (1) The reactants are: CCCC(C(=O)OC)c1c(C)nc(Cl)nc1-c1ccc(C)cc1.O=C(NC1CCNCC1)c1ccccc1. Given the product CCCC(C(=O)OC)c1c(C)nc(N2CCC(NC(=O)c3ccccc3)CC2)nc1-c1ccc(C)cc1, predict the reactants needed to synthesize it. (2) Given the product CC(=O)N1C2CCC1CN(CC=Cc1ccccc1)C2, predict the reactants needed to synthesize it. The reactants are: CC(=O)N1C2CCC1CNC2.ClCC=Cc1ccccc1. (3) Given the product CN(CCNC(=O)OCc1ccc([N+](=O)[O-])cc1)C(=O)c1csc(N2CC(OS(C)(=O)=O)C2)n1, predict the reactants needed to synthesize it. The reactants are: CN(CCNC(=O)OCc1ccc([N+](=O)[O-])cc1)C(=O)c1csc(N2CC(O)C2)n1.CS(=O)(=O)Cl. (4) Given the product COC(=O)c1ccc2c(c1)C(O)CCC2, predict the reactants needed to synthesize it. The reactants are: COC(=O)c1ccc2c(c1)C(=O)CCC2. (5) Given the product O=C1CCC(N2Cc3cc(CNC(=O)Nc4cc(C(F)(F)F)ccc4Cl)ccc3C2=O)C(=O)N1, predict the reactants needed to synthesize it. The reactants are: NCc1ccc2c(c1)CN(C1CCC(=O)NC1=O)C2=O.O=C=Nc1cc(C(F)(F)F)ccc1Cl. (6) Given the product Cc1cc(/C(C[C@H](c2ccc(CC(=O)O)cc2)c2ccc(Cl)cc2C)=N/O)ccn1, predict the reactants needed to synthesize it. The reactants are: Cc1cc(C(=O)C[C@H](c2ccc(CC(=O)O)cc2)c2ccc(Cl)cc2C)ccn1.NO. (7) Given the product N#Cc1cnn(-c2ccc(O)c(F)c2)c1, predict the reactants needed to synthesize it. The reactants are: COc1ccc(-n2cc(C#N)cn2)cc1F.